This data is from Forward reaction prediction with 1.9M reactions from USPTO patents (1976-2016). The task is: Predict the product of the given reaction. (1) Given the reactants OC1C=CC2CCC3C(C=2C=1)=[N:11][NH:10]C=3C(OCC)=O.[CH2:20]([S:27][C:28]1[C:36]2[C:35](=O)[CH:34]([C:38](=O)[C:39]([O:41][CH2:42][CH3:43])=[O:40])[CH2:33][CH2:32][C:31]=2[N:30]([S:45]([C:48]2[CH:53]=[CH:52][C:51]([CH3:54])=[CH:50][CH:49]=2)(=[O:47])=[O:46])[N:29]=1)[C:21]1[CH:26]=[CH:25][CH:24]=[CH:23][CH:22]=1.Cl.Cl.NCCCN1C(C(OCC)=O)=C2C(C3C=NNC=3CC2)=N1.OC1C=CC2C3C(=C(C(O)=O)NN=3)CCC=2C=1, predict the reaction product. The product is: [CH2:20]([S:27][C:28]1[C:36]2[C:35]3=[N:10][NH:11][C:38]([C:39]([O:41][CH2:42][CH3:43])=[O:40])=[C:34]3[CH2:33][CH2:32][C:31]=2[N:30]([S:45]([C:48]2[CH:53]=[CH:52][C:51]([CH3:54])=[CH:50][CH:49]=2)(=[O:47])=[O:46])[N:29]=1)[C:21]1[CH:22]=[CH:23][CH:24]=[CH:25][CH:26]=1. (2) Given the reactants C(=[N:14][C:15]1[N:16]=[C:17]2[CH:23]=[C:22]([CH3:24])[N:21]([CH2:25][O:26][CH2:27][CH2:28][Si:29]([CH3:32])([CH3:31])[CH3:30])[C:18]2=[N:19][CH:20]=1)(C1C=CC=CC=1)C1C=CC=CC=1.CC([O-])=O.[Na+].NO.Cl, predict the reaction product. The product is: [CH3:24][C:22]1[N:21]([CH2:25][O:26][CH2:27][CH2:28][Si:29]([CH3:30])([CH3:32])[CH3:31])[C:18]2=[N:19][CH:20]=[C:15]([NH2:14])[N:16]=[C:17]2[CH:23]=1.